This data is from Reaction yield outcomes from USPTO patents with 853,638 reactions. The task is: Predict the reaction yield, written as a fraction of the theoretical maximum amount of product (1.0 means a 100% yield; for example, 0.34 means a 34% yield). (1) The reactants are CC1(C)[O:6][C@@H:5]([CH2:7][CH2:8][NH:9][C:10]([CH:12]2[CH:16]([C:17]3[CH:22]=[CH:21][CH:20]=[C:19]([Cl:23])[C:18]=3[F:24])[C:15]([C:27]3[CH:32]=[CH:31][C:30]([Cl:33])=[CH:29][C:28]=3[F:34])([C:25]#[N:26])[CH:14]([CH2:35][C:36]([CH3:44])([CH3:43])[CH2:37][CH2:38][NH:39][C:40](=[O:42])[CH3:41])[NH:13]2)=[O:11])[CH2:4][O:3]1.Cl. The catalyst is O1CCCC1. The product is [OH:6][C@H:5]([CH2:4][OH:3])[CH2:7][CH2:8][NH:9][C:10]([CH:12]1[CH:16]([C:17]2[CH:22]=[CH:21][CH:20]=[C:19]([Cl:23])[C:18]=2[F:24])[C:15]([C:27]2[CH:32]=[CH:31][C:30]([Cl:33])=[CH:29][C:28]=2[F:34])([C:25]#[N:26])[CH:14]([CH2:35][C:36]([CH3:43])([CH3:44])[CH2:37][CH2:38][NH:39][C:40](=[O:42])[CH3:41])[NH:13]1)=[O:11]. The yield is 0.890. (2) The yield is 0.390. The catalyst is Br.C(Cl)(Cl)Cl. The reactants are [CH3:1][O:2][C:3](=[O:15])[CH2:4][C:5]1[CH:10]=[CH:9][CH:8]=[C:7]([C:11]([F:14])([F:13])[F:12])[CH:6]=1.[Br:16]N1C(=O)CCC1=O. The product is [CH3:1][O:2][C:3](=[O:15])[CH:4]([Br:16])[C:5]1[CH:10]=[CH:9][CH:8]=[C:7]([C:11]([F:12])([F:14])[F:13])[CH:6]=1.